This data is from Forward reaction prediction with 1.9M reactions from USPTO patents (1976-2016). The task is: Predict the product of the given reaction. The product is: [C:1]([C@@H:4]1[CH2:7][C@H:6]([C:8]([O:10][C:33]([CH3:36])([CH3:35])[CH3:34])=[O:9])[C:5]1([CH3:12])[CH3:11])(=[O:3])[CH3:2]. Given the reactants [C:1]([C@@H:4]1[CH2:7][C@H:6]([C:8]([OH:10])=[O:9])[C:5]1([CH3:12])[CH3:11])(=[O:3])[CH3:2].C1COCC1.C1CCC(N=C=NC2CCCCC2)CC1.[C:33](O)([CH3:36])([CH3:35])[CH3:34], predict the reaction product.